From a dataset of Catalyst prediction with 721,799 reactions and 888 catalyst types from USPTO. Predict which catalyst facilitates the given reaction. (1) Reactant: Cl[C:2]1[N:3]=[C:4]2[C:10]([C:11]3[CH:16]=[CH:15][CH:14]=[CH:13][CH:12]=3)=[C:9]([C:17]3[CH:22]=[CH:21][C:20]([C:23]4([NH:27]C(=O)OC(C)(C)C)[CH2:26][CH2:25][CH2:24]4)=[CH:19][CH:18]=3)[O:8][C:5]2=[N:6][CH:7]=1.[CH3:35]B(O)O.P([O-])([O-])([O-])=O.[K+].[K+].[K+].O. Product: [CH3:35][C:2]1[N:3]=[C:4]2[C:10]([C:11]3[CH:12]=[CH:13][CH:14]=[CH:15][CH:16]=3)=[C:9]([C:17]3[CH:18]=[CH:19][C:20]([C:23]4([NH2:27])[CH2:26][CH2:25][CH2:24]4)=[CH:21][CH:22]=3)[O:8][C:5]2=[N:6][CH:7]=1. The catalyst class is: 128. (2) Reactant: [N+:1]([C:4]1[CH:9]=[CH:8][C:7]([S:10]([CH2:13][CH2:14][C:15]2[CH:20]=[CH:19][N:18]=[CH:17][CH:16]=2)(=[O:12])=[O:11])=[CH:6][CH:5]=1)([O-])=O. Product: [N:18]1[CH:19]=[CH:20][C:15]([CH2:14][CH2:13][S:10]([C:7]2[CH:8]=[CH:9][C:4]([NH2:1])=[CH:5][CH:6]=2)(=[O:12])=[O:11])=[CH:16][CH:17]=1. The catalyst class is: 50. (3) Reactant: [CH3:1][O:2][C:3]1[CH:4]=[C:5](B(O)O)[CH:6]=[CH:7][CH:8]=1.Br[C:13]1[CH:14]=[C:15]([CH:18]=[CH:19][N:20]=1)[CH:16]=[O:17].C([O-])([O-])=O.[K+].[K+]. Product: [CH3:1][O:2][C:3]1[CH:4]=[C:5]([C:13]2[CH:14]=[C:15]([CH:18]=[CH:19][N:20]=2)[CH:16]=[O:17])[CH:6]=[CH:7][CH:8]=1. The catalyst class is: 492. (4) Reactant: [CH3:1][C:2]1[CH:10]=[CH:9][C:5]2[NH:6][N:7]=[N:8][C:4]=2[CH:3]=1.[H-].[Na+].[C:13](O[C:13]([O:15][C:16]([CH3:19])([CH3:18])[CH3:17])=[O:14])([O:15][C:16]([CH3:19])([CH3:18])[CH3:17])=[O:14].C([O-])(O)=O.[Na+]. Product: [CH3:1][C:2]1[CH:10]=[CH:9][C:5]2[N:6]([C:13]([O:15][C:16]([CH3:19])([CH3:18])[CH3:17])=[O:14])[N:7]=[N:8][C:4]=2[CH:3]=1. The catalyst class is: 1. (5) Reactant: [Br:1][C:2]1[CH:10]=[C:9]2[C:5]([CH:6]=[N:7][NH:8]2)=[CH:4][CH:3]=1.[H-].[Na+].I[CH:14]([CH3:16])[CH3:15].O. Product: [Br:1][C:2]1[CH:10]=[C:9]2[C:5]([CH:6]=[N:7][N:8]2[CH:14]([CH3:16])[CH3:15])=[CH:4][CH:3]=1. The catalyst class is: 9. (6) Reactant: [CH3:1][O:2][C:3]1[CH:8]=[CH:7][C:6]([CH2:9][C:10]([OH:12])=[O:11])=[C:5]([O:13][C:14]2[CH:19]=[CH:18][CH:17]=[CH:16][CH:15]=2)[CH:4]=1.[CH3:20]O. Product: [CH3:1][O:2][C:3]1[CH:8]=[CH:7][C:6]([CH2:9][C:10]([O:12][CH3:20])=[O:11])=[C:5]([O:13][C:14]2[CH:19]=[CH:18][CH:17]=[CH:16][CH:15]=2)[CH:4]=1. The catalyst class is: 82. (7) Reactant: [CH:1]1([CH2:4][NH:5][C:6](=[O:17])[NH:7][C:8]2[CH:16]=[CH:15][C:11]([C:12]([OH:14])=O)=[CH:10][CH:9]=2)[CH2:3][CH2:2]1.[F:18][C:19]([F:44])([F:43])[C:20]([C:26]1[CH:42]=[CH:41][C:29]([CH2:30][N:31]2[CH2:36][CH2:35][NH:34][CH:33]([C:37]([O:39][CH3:40])=[O:38])[CH2:32]2)=[CH:28][CH:27]=1)([OH:25])[C:21]([F:24])([F:23])[F:22].C(N(CC)CC)C.CCCP1(OP(CCC)(=O)OP(CCC)(=O)O1)=O. Product: [CH:1]1([CH2:4][NH:5][C:6](=[O:17])[NH:7][C:8]2[CH:9]=[CH:10][C:11]([C:12]([N:34]3[CH2:35][CH2:36][N:31]([CH2:30][C:29]4[CH:41]=[CH:42][C:26]([C:20]([OH:25])([C:21]([F:22])([F:23])[F:24])[C:19]([F:44])([F:18])[F:43])=[CH:27][CH:28]=4)[CH2:32][CH:33]3[C:37]([O:39][CH3:40])=[O:38])=[O:14])=[CH:15][CH:16]=2)[CH2:2][CH2:3]1. The catalyst class is: 4.